From a dataset of Forward reaction prediction with 1.9M reactions from USPTO patents (1976-2016). Predict the product of the given reaction. (1) Given the reactants [CH:1]([C:4]1[CH:9]=[CH:8][C:7]([C:10](=O)[CH2:11][NH:12][C:13]2[CH:14]=[C:15]([CH:20]=[CH:21][CH:22]=2)[C:16]([O:18]C)=[O:17])=[CH:6][CH:5]=1)([CH3:3])[CH3:2].[N:24]#[C:25][NH2:26].[OH-].[Na+], predict the reaction product. The product is: [NH2:26][C:25]1[N:12]([C:13]2[CH:14]=[C:15]([CH:20]=[CH:21][CH:22]=2)[C:16]([OH:18])=[O:17])[CH:11]=[C:10]([C:7]2[CH:8]=[CH:9][C:4]([CH:1]([CH3:3])[CH3:2])=[CH:5][CH:6]=2)[N:24]=1. (2) Given the reactants [Mg].Cl[CH:3]1[CH2:8][CH2:7][N:6]([CH3:9])[CH2:5][CH2:4]1.[Cl:10][C:11]1[CH:46]=[CH:45][C:14]([C:15]([C:17]2[CH:18]=[C:19]([C:35]3[CH:40]=[CH:39][N:38]=[C:37]([NH:41][C:42](=[O:44])[CH3:43])[CH:36]=3)[S:20][C:21]=2[C:22]2[N:26]=[CH:25][N:24]([CH2:27][O:28][CH2:29][CH2:30][Si:31]([CH3:34])([CH3:33])[CH3:32])[N:23]=2)=[O:16])=[CH:13][CH:12]=1, predict the reaction product. The product is: [Cl:10][C:11]1[CH:12]=[CH:13][C:14]([C:15]([OH:16])([CH:3]2[CH2:8][CH2:7][N:6]([CH3:9])[CH2:5][CH2:4]2)[C:17]2[CH:18]=[C:19]([C:35]3[CH:40]=[CH:39][N:38]=[C:37]([NH:41][C:42](=[O:44])[CH3:43])[CH:36]=3)[S:20][C:21]=2[C:22]2[N:26]=[CH:25][N:24]([CH2:27][O:28][CH2:29][CH2:30][Si:31]([CH3:32])([CH3:34])[CH3:33])[N:23]=2)=[CH:45][CH:46]=1. (3) Given the reactants C[O:2][C:3](=[O:24])[C@@H:4]([N:9]1[CH2:13][C:12]2[CH2:14][C:15]3[CH:16]=[CH:17][CH:18]=[C:19]([Cl:22])[C:20]=3[O:21][C:11]=2[C:10]1=[O:23])[CH2:5][CH:6]([CH3:8])[CH3:7].O.[OH-].[Li+], predict the reaction product. The product is: [Cl:22][C:19]1[C:20]2[O:21][C:11]3[C:10](=[O:23])[N:9]([C@@H:4]([CH2:5][CH:6]([CH3:8])[CH3:7])[C:3]([OH:24])=[O:2])[CH2:13][C:12]=3[CH2:14][C:15]=2[CH:16]=[CH:17][CH:18]=1. (4) Given the reactants [Cl:1][C:2]1[CH:3]=[C:4]([CH:7]=[C:8]([O:10][C:11]2[C:16]([F:17])=[CH:15][CH:14]=[C:13]([CH3:18])[C:12]=2[Cl:19])[CH:9]=1)[C:5]#[N:6].C1C(=O)N([Br:27])C(=O)C1, predict the reaction product. The product is: [Br:27][CH2:18][C:13]1[C:12]([Cl:19])=[C:11]([O:10][C:8]2[CH:7]=[C:4]([CH:3]=[C:2]([Cl:1])[CH:9]=2)[C:5]#[N:6])[C:16]([F:17])=[CH:15][CH:14]=1. (5) Given the reactants [Br:1][C:2]1[CH:3]=[C:4]2[C:9](=[CH:10][CH:11]=1)[N:8]=[C:7]([C:12]1[CH:13]=[N:14][CH:15]=[CH:16][CH:17]=1)[N:6]=[C:5]2[NH2:18].[C:19](OC(=O)C)(=[O:21])[CH3:20], predict the reaction product. The product is: [Br:1][C:2]1[CH:3]=[C:4]2[C:9](=[CH:10][CH:11]=1)[N:8]=[C:7]([C:12]1[CH:13]=[N:14][CH:15]=[CH:16][CH:17]=1)[N:6]=[C:5]2[NH:18][C:19](=[O:21])[CH3:20]. (6) Given the reactants [Cl:1][C:2]1[CH:39]=[CH:38][C:37]([F:40])=[CH:36][C:3]=1[CH2:4][N:5]1[C:13]2[C:12](=[O:14])[N:11]([CH3:15])[C:10](S(C)(=O)=O)=[N:9][C:8]=2[C:7]([C:20]#[N:21])=[C:6]1[N:22]1[CH2:27][CH2:26][CH2:25][C@@H:24]([NH:28][C:29](=[O:35])[O:30][C:31]([CH3:34])([CH3:33])[CH3:32])[CH2:23]1.[CH3:41][Mg]Br.C(OCC)C.[Cl-].[NH4+], predict the reaction product. The product is: [Cl:1][C:2]1[CH:39]=[CH:38][C:37]([F:40])=[CH:36][C:3]=1[CH2:4][N:5]1[C:13]2[C:12](=[O:14])[N:11]([CH3:15])[C:10]([CH3:41])=[N:9][C:8]=2[C:7]([C:20]#[N:21])=[C:6]1[N:22]1[CH2:27][CH2:26][CH2:25][C@@H:24]([NH:28][C:29](=[O:35])[O:30][C:31]([CH3:34])([CH3:33])[CH3:32])[CH2:23]1. (7) Given the reactants [C:1]1([CH2:7][CH2:8][NH2:9])[CH:6]=[CH:5][CH:4]=[CH:3][CH:2]=1.F[C:11]1[CH:16]=[CH:15][CH:14]=[CH:13][C:12]=1[N+:17]([O-:19])=[O:18].C(=O)([O-])[O-].[K+].[K+].O, predict the reaction product. The product is: [C:1]1([CH2:7][CH2:8][NH:9][C:11]2[CH:16]=[CH:15][CH:14]=[CH:13][C:12]=2[N+:17]([O-:19])=[O:18])[CH:6]=[CH:5][CH:4]=[CH:3][CH:2]=1. (8) Given the reactants [Cl:1][C:2]1[CH:7]=[C:6]2[CH2:8][O:9][C:10]3[CH:33]=[C:32]4[C:13]([CH:14]=[CH:15][C:16]5[N:20]=[C:19]([C@@H:21]6[CH2:25][C@H:24]([O:26][CH2:27][CH3:28])[CH2:23][N:22]6C([O-])=O)[NH:18][C:17]=54)=[CH:12][C:11]=3[C:5]2=[CH:4][CH:3]=1.Cl.[CH3:35][O:36][C:37]([NH:39][C@@H:40]([CH:44]([CH3:46])[CH3:45])[C:41](O)=[O:42])=[O:38].CN(C(ON1N=NC2C=CC=NC1=2)=[N+](C)C)C.F[P-](F)(F)(F)(F)F.CCN(C(C)C)C(C)C, predict the reaction product. The product is: [Cl:1][C:2]1[CH:7]=[C:6]2[CH2:8][O:9][C:10]3[CH:33]=[C:32]4[C:13]([CH:14]=[CH:15][C:16]5[N:20]=[C:19]([C@@H:21]6[CH2:25][C@H:24]([O:26][CH2:27][CH3:28])[CH2:23][N:22]6[C:41](=[O:42])[C@@H:40]([NH:39][C:37](=[O:38])[O:36][CH3:35])[CH:44]([CH3:46])[CH3:45])[NH:18][C:17]=54)=[CH:12][C:11]=3[C:5]2=[CH:4][CH:3]=1.